From a dataset of Full USPTO retrosynthesis dataset with 1.9M reactions from patents (1976-2016). Predict the reactants needed to synthesize the given product. Given the product [NH2:16][C:11]1[N:10]=[C:9]([NH2:17])[C:8]([C:5]2[CH:4]=[CH:3][C:2]([NH:1][C:22]([C:19]3([OH:18])[CH2:21][CH2:20]3)=[O:24])=[CH:7][CH:6]=2)=[C:13]([CH2:14][O:44][CH2:27][C:28]2[CH:33]=[CH:32][CH:31]=[CH:30][CH:29]=2)[N:12]=1, predict the reactants needed to synthesize it. The reactants are: [NH2:1][C:2]1[CH:7]=[CH:6][C:5]([C:8]2[C:9]([NH2:17])=[N:10][C:11]([NH2:16])=[N:12][C:13]=2[CH2:14]C)=[CH:4][CH:3]=1.[OH:18][C:19]1([C:22]([OH:24])=O)[CH2:21][CH2:20]1.C1[C:33]2[C:28](=[CH:29][CH:30]=[CH:31][CH:32]=2)[CH2:27]C1C(O)=O.CN(C([O:44]N1N=NC2C=CC=NC1=2)=[N+](C)C)C.F[P-](F)(F)(F)(F)F.CN(C(ON1N=NC2C=CC=CC1=2)=[N+](C)C)C.[B-](F)(F)(F)F.